Predict the reaction yield, written as a fraction of the theoretical maximum amount of product (1.0 means a 100% yield; for example, 0.34 means a 34% yield). From a dataset of Reaction yield outcomes from USPTO patents with 853,638 reactions. (1) The reactants are [C:1]([O:4][CH2:5]C)(=[O:3])[CH3:2].[CH3:7][CH2:8][CH2:9][CH2:10]CC.C([O:15]CC)C. The catalyst is ClCCl. The product is [O:15]=[CH:10][CH2:9][CH2:8][CH2:7][CH2:2][C:1]([O:4][CH3:5])=[O:3]. The yield is 0.590. (2) The reactants are [CH:1]12[NH:8][CH:5]([CH2:6][CH2:7]1)[CH2:4][CH2:3][CH2:2]2.N1C=CC=CC=1.[Cl:15][C:16](Cl)([O:18]C(=O)OC(Cl)(Cl)Cl)Cl. The catalyst is C(Cl)Cl. The product is [CH:5]12[N:8]([C:16]([Cl:15])=[O:18])[CH:1]([CH2:7][CH2:6]1)[CH2:2][CH2:3][CH2:4]2. The yield is 0.700.